The task is: Predict the reaction yield, written as a fraction of the theoretical maximum amount of product (1.0 means a 100% yield; for example, 0.34 means a 34% yield).. This data is from Reaction yield outcomes from USPTO patents with 853,638 reactions. (1) The reactants are [Cl:1][C:2]1[CH:3]=[C:4]([C:14]2([OH:21])[CH2:17][CH:16]([C:18](O)=[O:19])[CH2:15]2)[CH:5]=[CH:6][C:7]=1[CH2:8][N:9]1[CH2:13][CH2:12][CH2:11][CH2:10]1.[CH3:22][NH:23][CH3:24].C1COCC1.C(P1(=O)OP(CCC)(=O)OP(CCC)(=O)O1)CC.[OH-].[Na+]. The catalyst is CCOC(C)=O. The product is [CH3:22][N:23]([CH3:24])[C:18]([CH:16]1[CH2:17][C:14]([C:4]2[CH:5]=[CH:6][C:7]([CH2:8][N:9]3[CH2:13][CH2:12][CH2:11][CH2:10]3)=[C:2]([Cl:1])[CH:3]=2)([OH:21])[CH2:15]1)=[O:19]. The yield is 0.520. (2) The yield is 0.820. No catalyst specified. The product is [Br:1][C:2]1[CH:7]=[C:6]([F:8])[CH:5]=[CH:4][C:3]=1[CH2:9][CH2:10][NH:31][C:38](=[O:37])[O:16][CH2:15][CH3:14]. The reactants are [Br:1][C:2]1[CH:7]=[C:6]([F:8])[CH:5]=[CH:4][C:3]=1[CH2:9][CH2:10]C(O)=O.[CH3:14][CH2:15][OH:16].C1(P([N:31]=[N+]=[N-])(C2C=CC=CC=2)=O)C=CC=CC=1.C1[CH2:38][O:37]CC1.